From a dataset of Reaction yield outcomes from USPTO patents with 853,638 reactions. Predict the reaction yield, written as a fraction of the theoretical maximum amount of product (1.0 means a 100% yield; for example, 0.34 means a 34% yield). (1) The reactants are [H-].[Na+].CCCCCC.[CH2:9]([O:16][CH2:17][CH2:18][C@H:19]([OH:41])[CH2:20][O:21][C:22]([C:35]1[CH:40]=[CH:39][CH:38]=[CH:37][CH:36]=1)([C:29]1[CH:34]=[CH:33][CH:32]=[CH:31][CH:30]=1)[C:23]1[CH:28]=[CH:27][CH:26]=[CH:25][CH:24]=1)[C:10]1[CH:15]=[CH:14][CH:13]=[CH:12][CH:11]=1.CS(O[CH2:47][CH2:48][O:49][CH2:50][C:51]1[CH:56]=[CH:55][CH:54]=[CH:53][CH:52]=1)(=O)=O. The catalyst is CS(C)=O.O. The product is [CH2:9]([O:16][CH2:17][CH2:18][C@H:19]([O:41][CH2:47][CH2:48][O:49][CH2:50][C:51]1[CH:56]=[CH:55][CH:54]=[CH:53][CH:52]=1)[CH2:20][O:21][C:22]([C:35]1[CH:36]=[CH:37][CH:38]=[CH:39][CH:40]=1)([C:23]1[CH:24]=[CH:25][CH:26]=[CH:27][CH:28]=1)[C:29]1[CH:30]=[CH:31][CH:32]=[CH:33][CH:34]=1)[C:10]1[CH:11]=[CH:12][CH:13]=[CH:14][CH:15]=1. The yield is 0.970. (2) The reactants are [CH2:1]([C:4]1[CH:9]=[CH:8][C:7]([C:10]2[CH:15]=[CH:14][C:13]([C:16]([NH:18][CH2:19][CH2:20][C:21]([O:23]C)=[O:22])=[O:17])=[CH:12][CH:11]=2)=[CH:6][CH:5]=1)[CH2:2][CH3:3].[Li+].[OH-]. The catalyst is C1COCC1.CO. The product is [CH2:1]([C:4]1[CH:9]=[CH:8][C:7]([C:10]2[CH:15]=[CH:14][C:13]([C:16]([NH:18][CH2:19][CH2:20][C:21]([OH:23])=[O:22])=[O:17])=[CH:12][CH:11]=2)=[CH:6][CH:5]=1)[CH2:2][CH3:3]. The yield is 0.950. (3) The reactants are [OH:1][C:2]1[CH:7]=[CH:6][C:5]([C:8]2[CH:9]=[C:10]3[C:15](=[CH:16][CH:17]=2)[CH:14]=[C:13]([OH:18])[CH:12]=[CH:11]3)=[CH:4][CH:3]=1.C1C(=O)N([Br:26])C(=O)C1.O. The catalyst is C(#N)C. The product is [Br:26][C:14]1[C:15]2[C:10](=[CH:9][C:8]([C:5]3[CH:6]=[CH:7][C:2]([OH:1])=[CH:3][CH:4]=3)=[CH:17][CH:16]=2)[CH:11]=[CH:12][C:13]=1[OH:18]. The yield is 1.00. (4) The reactants are Br[C:2]1[CH:8]=[CH:7][C:5]([NH2:6])=[CH:4][C:3]=1[C:9]([F:12])([F:11])[F:10].[CH3:13][N:14]1[C:18]([C:19]#[N:20])=[CH:17][CH:16]=[C:15]1B(O)O.[F-].[K+]. The catalyst is C1C=CC(/C=C/C(/C=C/C2C=CC=CC=2)=O)=CC=1.C1C=CC(/C=C/C(/C=C/C2C=CC=CC=2)=O)=CC=1.C1C=CC(/C=C/C(/C=C/C2C=CC=CC=2)=O)=CC=1.[Pd].[Pd]. The product is [NH2:6][C:5]1[CH:7]=[CH:8][C:2]([C:15]2[N:14]([CH3:13])[C:18]([C:19]#[N:20])=[CH:17][CH:16]=2)=[C:3]([C:9]([F:12])([F:11])[F:10])[CH:4]=1. The yield is 0.920.